This data is from NCI-60 drug combinations with 297,098 pairs across 59 cell lines. The task is: Regression. Given two drug SMILES strings and cell line genomic features, predict the synergy score measuring deviation from expected non-interaction effect. (1) Drug 1: C1CCC(C1)C(CC#N)N2C=C(C=N2)C3=C4C=CNC4=NC=N3. Drug 2: COC1=C(C=C2C(=C1)N=CN=C2NC3=CC(=C(C=C3)F)Cl)OCCCN4CCOCC4. Cell line: 786-0. Synergy scores: CSS=39.0, Synergy_ZIP=5.16, Synergy_Bliss=10.3, Synergy_Loewe=6.66, Synergy_HSA=12.2. (2) Synergy scores: CSS=-2.45, Synergy_ZIP=5.94, Synergy_Bliss=8.68, Synergy_Loewe=1.19, Synergy_HSA=1.93. Drug 1: CC1=C(C=C(C=C1)NC2=NC=CC(=N2)N(C)C3=CC4=NN(C(=C4C=C3)C)C)S(=O)(=O)N.Cl. Drug 2: CNC(=O)C1=CC=CC=C1SC2=CC3=C(C=C2)C(=NN3)C=CC4=CC=CC=N4. Cell line: SK-MEL-5. (3) Drug 1: CC1CCC2CC(C(=CC=CC=CC(CC(C(=O)C(C(C(=CC(C(=O)CC(OC(=O)C3CCCCN3C(=O)C(=O)C1(O2)O)C(C)CC4CCC(C(C4)OC)O)C)C)O)OC)C)C)C)OC. Cell line: HL-60(TB). Synergy scores: CSS=74.3, Synergy_ZIP=-0.951, Synergy_Bliss=-7.09, Synergy_Loewe=-5.96, Synergy_HSA=-4.06. Drug 2: C#CCC(CC1=CN=C2C(=N1)C(=NC(=N2)N)N)C3=CC=C(C=C3)C(=O)NC(CCC(=O)O)C(=O)O.